Dataset: Forward reaction prediction with 1.9M reactions from USPTO patents (1976-2016). Task: Predict the product of the given reaction. (1) Given the reactants [CH3:1][CH:2]([C:6](=[O:8])[CH3:7])[C:3](=[O:5])[CH3:4].[C:9]([O:13][CH2:14][CH3:15])(=[O:12])[CH:10]=[CH2:11], predict the reaction product. The product is: [CH2:14]([O:13][C:9](=[O:12])[CH2:10][CH2:11][C:2]([C:6](=[O:8])[CH3:7])([CH3:1])[C:3](=[O:5])[CH3:4])[CH3:15]. (2) Given the reactants [CH2:1]([O:8][C:9]1C=C(C=C[C:16]=1[O:17]CC1C=CC=CC=1)C=O)[C:2]1[CH:7]=[CH:6][CH:5]=[CH:4][CH:3]=1.[CH2:25]([O:32][C:33]1[CH:34]=[C:35]([CH:48]=[CH:49][C:50]=1[O:51][CH2:52][C:53]1[CH:58]=[CH:57][CH:56]=[CH:55][CH:54]=1)[C:36]1[O:37][C:38]2[C:43]([C:44](=[O:47])[C:45]=1[OH:46])=[CH:42][CH:41]=[CH:40][CH:39]=2)[C:26]1[CH:31]=[CH:30][CH:29]=[CH:28][CH:27]=1, predict the reaction product. The product is: [CH2:1]([O:8][CH2:9][CH2:16][O:17][C:40]1[CH:39]=[C:38]2[C:43]([C:44](=[O:47])[C:45]([OH:46])=[C:36]([C:35]3[CH:48]=[CH:49][C:50]([O:51][CH2:52][C:53]4[CH:58]=[CH:57][CH:56]=[CH:55][CH:54]=4)=[C:33]([O:32][CH2:25][C:26]4[CH:27]=[CH:28][CH:29]=[CH:30][CH:31]=4)[CH:34]=3)[O:37]2)=[CH:42][CH:41]=1)[C:2]1[CH:7]=[CH:6][CH:5]=[CH:4][CH:3]=1.